Dataset: Reaction yield outcomes from USPTO patents with 853,638 reactions. Task: Predict the reaction yield, written as a fraction of the theoretical maximum amount of product (1.0 means a 100% yield; for example, 0.34 means a 34% yield). (1) The product is [C:12]([N:16]=[CH:20][C:8]1[CH:9]=[N:10][C:3]([O:2][CH3:1])=[CH:4][C:7]=1[CH3:11])([CH3:15])([CH3:14])[CH3:13]. The reactants are [CH3:1][O:2][C:3]1[N:10]=[CH:9][CH:8]=[C:7]([CH3:11])[C:4]=1C=O.[C:12]([NH2:16])([CH3:15])([CH3:14])[CH3:13].[Cl-].[Ca+2].[Cl-].[CH2:20](Cl)Cl. The yield is 0.890. No catalyst specified. (2) The yield is 0.420. No catalyst specified. The product is [C:1]([C:5]1[CH:10]=[CH:9][C:8]([N:11]2[C:19]3[C:14](=[CH:15][CH:16]=[CH:17][CH:18]=3)[C:13]([CH:20]=[O:21])=[C:12]2[N:27]([CH2:26][CH2:25][N:24]([CH3:29])[CH3:23])[CH3:28])=[CH:7][CH:6]=1)([CH3:4])([CH3:3])[CH3:2]. The reactants are [C:1]([C:5]1[CH:10]=[CH:9][C:8]([N:11]2[C:19]3[C:14](=[CH:15][CH:16]=[CH:17][CH:18]=3)[C:13]([CH:20]=[O:21])=[C:12]2Cl)=[CH:7][CH:6]=1)([CH3:4])([CH3:3])[CH3:2].[CH3:23][N:24]([CH3:29])[CH2:25][CH2:26][NH:27][CH3:28]. (3) The reactants are [CH3:1][O:2][C:3](=[O:12])[C:4]1[CH:9]=[C:8]([I:10])[CH:7]=[CH:6][C:5]=1[OH:11].C(=O)([O-])[O-].[K+].[K+].[CH:19](I)([CH3:21])[CH3:20]. The catalyst is CC(C)=O. The product is [CH3:1][O:2][C:3](=[O:12])[C:4]1[CH:9]=[C:8]([I:10])[CH:7]=[CH:6][C:5]=1[O:11][CH:19]([CH3:21])[CH3:20]. The yield is 0.960. (4) The catalyst is C(O)C. The yield is 0.430. The reactants are C(OC(=O)[CH:5]([C:12](=[O:17])[C:13]([F:16])([F:15])[F:14])[CH2:6][C:7]([O:9][CH2:10][CH3:11])=[O:8])C.B(O)O. The product is [CH2:10]([O:9][C:7](=[O:8])[CH2:6][CH2:5][C:12](=[O:17])[C:13]([F:16])([F:15])[F:14])[CH3:11]. (5) The reactants are Cl[C:2]1[CH:10]=[CH:9][C:5]([C:6]([OH:8])=[O:7])=[CH:4][CH:3]=1.[CH:11]#[C:12][CH2:13][CH2:14][CH2:15][CH2:16][CH2:17][CH2:18][CH2:19][CH3:20].C([O-])([O-])=O.[Cs+].[Cs+].O. The catalyst is C1(P(C2CCCCC2)C2C=CC=CC=2C2C(C(C)C)=CC(S([O-])(=O)=O)=CC=2C(C)C)CCCCC1.[Na+].C(#N)C. The product is [C:11]([C:2]1[CH:10]=[CH:9][C:5]([C:6]([OH:8])=[O:7])=[CH:4][CH:3]=1)#[C:12][CH2:13][CH2:14][CH2:15][CH2:16][CH2:17][CH2:18][CH2:19][CH3:20]. The yield is 0.860. (6) The reactants are [NH2:1][C:2]1[N:6]([C:7]2[CH:12]=[CH:11][CH:10]=[CH:9][CH:8]=2)[N:5]=[C:4]([O:13][CH3:14])[C:3]=1[C:15]#[N:16].C1N=CN([C:22](N2C=NC=C2)=[O:23])C=1.CCN(C(C)C)C(C)C.Cl.Cl.[F:40][C:41]1[CH:42]=[C:43]([C@@H:48]2[CH2:52][N:51]([CH2:53][CH2:54][O:55][CH3:56])[CH2:50][C@H:49]2[NH2:57])[CH:44]=[CH:45][C:46]=1[F:47]. The catalyst is CN(C=O)C. The product is [C:15]([C:3]1[C:4]([O:13][CH3:14])=[N:5][N:6]([C:7]2[CH:12]=[CH:11][CH:10]=[CH:9][CH:8]=2)[C:2]=1[NH:1][C:22]([NH:57][C@H:49]1[C@H:48]([C:43]2[CH:44]=[CH:45][C:46]([F:47])=[C:41]([F:40])[CH:42]=2)[CH2:52][N:51]([CH2:53][CH2:54][O:55][CH3:56])[CH2:50]1)=[O:23])#[N:16]. The yield is 0.884.